From a dataset of Full USPTO retrosynthesis dataset with 1.9M reactions from patents (1976-2016). Predict the reactants needed to synthesize the given product. (1) Given the product [Br:2][C:3]1[C:4]([F:13])=[CH:5][C:6]([F:12])=[C:7]([CH:11]=1)[C:8]([O:10][CH3:14])=[O:9], predict the reactants needed to synthesize it. The reactants are: Cl.[Br:2][C:3]1[C:4]([F:13])=[CH:5][C:6]([F:12])=[C:7]([CH:11]=1)[C:8]([OH:10])=[O:9].[CH3:14]O. (2) Given the product [C:61]([NH:60][CH2:59][CH2:58][C:53]1[CH:54]=[CH:55][CH:56]=[CH:57][C:52]=1[C:2]1[CH:7]=[CH:6][C:5]([C@@H:8]2[C@@H:13]([C:14]3[CH:15]=[N:16][CH:17]=[CH:18][CH:19]=3)[CH2:12][CH2:11][N:10]([C:20]([O:22][C:23]([CH3:26])([CH3:25])[CH3:24])=[O:21])[CH2:9]2)=[C:4]([Cl:27])[CH:3]=1)(=[O:63])[CH3:62], predict the reactants needed to synthesize it. The reactants are: Br[C:2]1[CH:7]=[CH:6][C:5]([C@@H:8]2[C@@H:13]([C:14]3[CH:15]=[N:16][CH:17]=[CH:18][CH:19]=3)[CH2:12][CH2:11][N:10]([C:20]([O:22][C:23]([CH3:26])([CH3:25])[CH3:24])=[O:21])[CH2:9]2)=[C:4]([Cl:27])[CH:3]=1.B1(B2OC(C)(C)C(C)(C)O2)OC(C)(C)C(C)(C)O1.C([O-])(=O)C.[K+].Br[C:52]1[CH:57]=[CH:56][CH:55]=[CH:54][C:53]=1[CH2:58][CH2:59][NH:60][C:61](=[O:63])[CH3:62].C(=O)([O-])[O-].[Na+].[Na+]. (3) The reactants are: [Cl:1][C:2]1[CH:7]=[CH:6][C:5]([N+:8]([O-:10])=[O:9])=[CH:4][C:3]=1I.[Br-].[N:13]1[CH:18]=[CH:17][CH:16]=[CH:15][C:14]=1[Zn+]. Given the product [Cl:1][C:2]1[CH:7]=[CH:6][C:5]([N+:8]([O-:10])=[O:9])=[CH:4][C:3]=1[C:14]1[CH:15]=[CH:16][CH:17]=[CH:18][N:13]=1, predict the reactants needed to synthesize it. (4) Given the product [N:6]1[O:7][N:8]=[C:4]2[CH:3]=[C:2](/[CH:12]=[CH:11]/[CH:13]3[CH2:14][CH2:15][N:16]([C:19]([O:21][C:22]([CH3:25])([CH3:24])[CH3:23])=[O:20])[CH2:17][CH2:18]3)[CH:10]=[CH:9][C:5]=12, predict the reactants needed to synthesize it. The reactants are: Br[C:2]1[CH:10]=[CH:9][C:5]2=[N:6][O:7][N:8]=[C:4]2[CH:3]=1.[CH:11]([CH:13]1[CH2:18][CH2:17][N:16]([C:19]([O:21][C:22]([CH3:25])([CH3:24])[CH3:23])=[O:20])[CH2:15][CH2:14]1)=[CH2:12].C(N(CC)CC)C. (5) Given the product [F:1][C:2]1[C:3]([OH:34])=[C:4]([C:8]2[N:13]([CH2:14][CH2:15][C:16]3[CH:17]=[CH:18][CH:19]=[CH:20][CH:21]=3)[C:12](=[O:22])[C:11]([C:23]3[CH:24]=[C:25]4[C:30](=[CH:31][CH:32]=3)[NH:29][CH2:28][CH2:27][CH2:26]4)=[C:10]([CH3:33])[N:9]=2)[CH:5]=[CH:6][CH:7]=1, predict the reactants needed to synthesize it. The reactants are: [F:1][C:2]1[C:3]([OH:34])=[C:4]([C:8]2[N:13]([CH2:14][CH2:15][C:16]3[CH:21]=[CH:20][CH:19]=[CH:18][CH:17]=3)[C:12](=[O:22])[C:11]([C:23]3[CH:24]=[C:25]4[C:30](=[CH:31][CH:32]=3)[N:29]=[CH:28][CH:27]=[CH:26]4)=[C:10]([CH3:33])[N:9]=2)[CH:5]=[CH:6][CH:7]=1. (6) Given the product [CH2:1]([N:3]([CH2:29][C:30]1[CH:35]=[CH:34][C:33]([O:36][CH2:40][CH2:41][N:43]([CH2:45][CH3:46])[CH3:44])=[C:32]([F:37])[CH:31]=1)[C:4]1[CH:9]=[C:8]([O:10][CH3:11])[CH:7]=[CH:6][C:5]=1[CH:12]1[CH2:21][CH2:20][C:19]2[CH:18]=[C:17]([OH:22])[CH:16]=[CH:15][C:14]=2[CH2:13]1)[CH3:2], predict the reactants needed to synthesize it. The reactants are: [CH2:1]([N:3]([C:29](=O)[C:30]1[CH:35]=[CH:34][C:33]([OH:36])=[C:32]([F:37])[CH:31]=1)[C:4]1[CH:9]=[C:8]([O:10][CH3:11])[CH:7]=[CH:6][C:5]=1[CH:12]1[CH2:21][CH2:20][C:19]2[CH:18]=[C:17]([O:22]C(=O)C(C)(C)C)[CH:16]=[CH:15][C:14]=2[CH2:13]1)[CH3:2].Cl[CH2:40][C:41]([N:43]([CH2:45][CH3:46])[CH3:44])=O. (7) Given the product [Cl:30][C:6]1[CH:5]=[C:4]([CH:12]([CH2:24][CH:25]2[CH2:26][CH2:27][CH2:28][CH2:29]2)[C:13]([NH:15][C:16]2[CH:21]=[N:20][C:19]([C:22](=[NH:23])[NH:31][OH:32])=[CH:18][N:17]=2)=[O:14])[CH:3]=[CH:2][C:7]=1[S:8]([CH3:11])(=[O:10])=[O:9], predict the reactants needed to synthesize it. The reactants are: Cl[C:2]1[CH:3]=[C:4]([CH:12]([CH2:24][CH:25]2[CH2:29][CH2:28][CH2:27][CH2:26]2)[C:13]([NH:15][C:16]2[CH:21]=[N:20][C:19]([C:22]#[N:23])=[CH:18][N:17]=2)=[O:14])[CH:5]=[CH:6][C:7]=1[S:8]([CH3:11])(=[O:10])=[O:9].[ClH:30].[NH2:31][OH:32].N1CCCCC1. (8) Given the product [NH2:3][C:2]1[S:1][C:7]2[C:8]([N+:32]([O-:34])=[O:33])=[C:9]([O:10][C:11]3[CH:12]=[C:13]([CH:27]=[CH:28][CH:29]=3)[C:14]([NH:16][C:17]3[CH:22]=[CH:21][CH:20]=[C:19]([C:23]([F:24])([F:26])[F:25])[CH:18]=3)=[O:15])[CH:30]=[CH:31][C:6]=2[N:5]=1, predict the reactants needed to synthesize it. The reactants are: [S-:1][C:2]#[N:3].[K+].[NH2:5][C:6]1[CH:31]=[CH:30][C:9]([O:10][C:11]2[CH:12]=[C:13]([CH:27]=[CH:28][CH:29]=2)[C:14]([NH:16][C:17]2[CH:22]=[CH:21][CH:20]=[C:19]([C:23]([F:26])([F:25])[F:24])[CH:18]=2)=[O:15])=[C:8]([N+:32]([O-:34])=[O:33])[CH:7]=1.BrBr. (9) Given the product [CH3:16][O:17][C:18]1[CH:25]=[CH:24][CH:23]=[CH:22][C:19]=1[CH2:20][N:13]1[CH:14]=[C:10]([C:7]2[CH:6]=[CH:5][C:4]([N+:1]([O-:3])=[O:2])=[CH:9][CH:8]=2)[N:11]=[C:12]1[NH2:15], predict the reactants needed to synthesize it. The reactants are: [N+:1]([C:4]1[CH:9]=[CH:8][C:7]([C:10]2[N:11]=[C:12]([NH2:15])[NH:13][CH:14]=2)=[CH:6][CH:5]=1)([O-:3])=[O:2].[CH3:16][O:17][C:18]1[CH:25]=[CH:24][CH:23]=[CH:22][C:19]=1[CH2:20]Cl.C([O-])([O-])=O.[Cs+].[Cs+].[Cl-].[Na+].